From a dataset of Forward reaction prediction with 1.9M reactions from USPTO patents (1976-2016). Predict the product of the given reaction. (1) Given the reactants B([C:4]1[CH:8]=[C:7]([CH3:9])[S:6][C:5]=1[S:10]([N:13]([C:20]1[C:24]([CH3:25])=[C:23]([CH3:26])[O:22][N:21]=1)[CH2:14][O:15][CH2:16][CH2:17][O:18][CH3:19])(=[O:12])=[O:11])(O)O.Br[C:28]1[CH:35]=[CH:34][C:31]([CH:32]=[O:33])=[CH:30][CH:29]=1.C(=O)([O-])[O-].[Na+].[Na+], predict the reaction product. The product is: [CH3:25][C:24]1[C:20]([N:13]([CH2:14][O:15][CH2:16][CH2:17][O:18][CH3:19])[S:10]([C:5]2[S:6][C:7]([CH3:9])=[CH:8][C:4]=2[C:28]2[CH:35]=[CH:34][C:31]([CH:32]=[O:33])=[CH:30][CH:29]=2)(=[O:12])=[O:11])=[N:21][O:22][C:23]=1[CH3:26]. (2) Given the reactants [NH2:1][C:2]1[CH:7]=[CH:6][C:5]([CH2:8][CH2:9][OH:10])=[CH:4][C:3]=1[I:11].[C:12]([O:18][CH2:19][C:20]1[CH:25]=[CH:24][CH:23]=[CH:22][CH:21]=1)(=[O:17])[CH2:13][C:14]([CH3:16])=O, predict the reaction product. The product is: [CH2:19]([O:18][C:12](=[O:17])/[CH:13]=[C:14](/[NH:1][C:2]1[CH:7]=[CH:6][C:5]([CH2:8][CH2:9][OH:10])=[CH:4][C:3]=1[I:11])\[CH3:16])[C:20]1[CH:25]=[CH:24][CH:23]=[CH:22][CH:21]=1. (3) Given the reactants C[O:2][C:3]([C:5]1[S:9][C:8]2[C:10]([C:14]([F:17])([F:16])[F:15])=[CH:11][CH:12]=[CH:13][C:7]=2[C:6]=1[CH:18]1[CH2:23][CH2:22][N:21]([C:24](=[O:26])[CH3:25])[CH2:20][CH2:19]1)=[O:4].[OH-].[Na+].Cl, predict the reaction product. The product is: [C:24]([N:21]1[CH2:22][CH2:23][CH:18]([C:6]2[C:7]3[CH:13]=[CH:12][CH:11]=[C:10]([C:14]([F:17])([F:16])[F:15])[C:8]=3[S:9][C:5]=2[C:3]([OH:4])=[O:2])[CH2:19][CH2:20]1)(=[O:26])[CH3:25]. (4) The product is: [F:1][C:2]1[CH:7]=[C:6]([F:8])[CH:5]=[C:4]2[C:3]=1[S:41][CH:24]([C:25]1[CH:26]=[CH:27][C:28]([O:31][CH2:32][CH2:33][N:34]3[CH2:39][CH2:38][CH2:37][CH2:36][CH2:35]3)=[CH:29][CH:30]=1)[C:10]1[C:9]2=[CH:18][CH:17]=[C:16]2[C:11]=1[CH:12]=[CH:13][C:14]([O:19][S:20]([CH3:23])(=[O:21])=[O:22])=[CH:15]2. Given the reactants [F:1][C:2]1[C:3]([S:41]C)=[C:4]([C:9]2[C:10]([CH:24](O)[C:25]3[CH:30]=[CH:29][C:28]([O:31][CH2:32][CH2:33][N:34]4[CH2:39][CH2:38][CH2:37][CH2:36][CH2:35]4)=[CH:27][CH:26]=3)=[C:11]3[C:16](=[CH:17][CH:18]=2)[CH:15]=[C:14]([O:19][S:20]([CH3:23])(=[O:22])=[O:21])[CH:13]=[CH:12]3)[CH:5]=[C:6]([F:8])[CH:7]=1.C(N(CC)CC)C.CS(Cl)(=O)=O.O, predict the reaction product. (5) The product is: [Br:22][C:19]1[CH:18]=[CH:17][C:16]([CH2:15][C:13]2[CH:12]=[N:11][C:10]3[C:9]([CH:14]=2)=[CH:27][CH:26]=[CH:25][CH:24]=3)=[CH:21][CH:20]=1. Given the reactants C(O[C:9]1[CH:10]=[N:11][CH:12]=[C:13]([CH2:15][C:16]2[CH:21]=[CH:20][C:19]([Br:22])=[CH:18][CH:17]=2)[CH:14]=1)C1C=CC=CC=1.N1C2[C:27](=[CH:24][CH:25]=[CH:26][CH:27]=2)[CH:26]=[C:25](C(O)=O)[CH:24]=1, predict the reaction product.